From a dataset of Forward reaction prediction with 1.9M reactions from USPTO patents (1976-2016). Predict the product of the given reaction. (1) The product is: [CH:1]1([C:4]([NH:6][C:7]2[N:8]=[C:9]3[CH:14]=[CH:13][C:12]([S:15][C:16]4[CH:25]=[CH:24][CH:23]=[CH:22][C:17]=4[C:18]([OH:20])=[O:19])=[N:11][N:10]3[CH:26]=2)=[O:5])[CH2:3][CH2:2]1. Given the reactants [CH:1]1([C:4]([NH:6][C:7]2[N:8]=[C:9]3[CH:14]=[CH:13][C:12]([S:15][C:16]4[CH:25]=[CH:24][CH:23]=[CH:22][C:17]=4[C:18]([O:20]C)=[O:19])=[N:11][N:10]3[CH:26]=2)=[O:5])[CH2:3][CH2:2]1.[OH-].[Na+], predict the reaction product. (2) Given the reactants Br[C:2]1[CH:3]=[CH:4][C:5]([C:8](=[O:18])[CH2:9][N:10]2[CH:14]=[CH:13][N:12]=[C:11]2[CH2:15][O:16][CH3:17])=[N:6][CH:7]=1.[F:19][C:20]1[CH:21]=[C:22]([N:35]2[CH2:39][C@H:38]([CH2:40][N:41]3[CH:45]=[CH:44][N:43]=[N:42]3)[O:37][C:36]2=[O:46])[CH:23]=[CH:24][C:25]=1B1OC(C)(C)C(C)(C)O1.C(=O)([O-])[O-].[K+].[K+], predict the reaction product. The product is: [F:19][C:20]1[CH:21]=[C:22]([N:35]2[CH2:39][C@H:38]([CH2:40][N:41]3[CH:45]=[CH:44][N:43]=[N:42]3)[O:37][C:36]2=[O:46])[CH:23]=[CH:24][C:25]=1[C:2]1[CH:7]=[N:6][C:5]([C:8](=[O:18])[CH2:9][N:10]2[CH:14]=[CH:13][N:12]=[C:11]2[CH2:15][O:16][CH3:17])=[CH:4][CH:3]=1.